Dataset: Forward reaction prediction with 1.9M reactions from USPTO patents (1976-2016). Task: Predict the product of the given reaction. (1) Given the reactants [Cl:1][C:2]1[CH:7]=[CH:6][C:5]([CH:8]([NH:21][CH2:22][C:23]2[CH:28]=[CH:27][C:26]([O:29][CH3:30])=[CH:25][CH:24]=2)[C:9]2[C:10]([CH3:20])=[N:11][N:12]([CH:17]3[CH2:19][CH2:18]3)[C:13]=2[C:14](O)=[O:15])=[CH:4][CH:3]=1.ClC(N(C)C)=C(C)C, predict the reaction product. The product is: [Cl:1][C:2]1[CH:7]=[CH:6][C:5]([CH:8]2[C:9]3[C:10]([CH3:20])=[N:11][N:12]([CH:17]4[CH2:18][CH2:19]4)[C:13]=3[C:14](=[O:15])[N:21]2[CH2:22][C:23]2[CH:28]=[CH:27][C:26]([O:29][CH3:30])=[CH:25][CH:24]=2)=[CH:4][CH:3]=1. (2) Given the reactants [CH3:1][O:2][C:3]1[CH:4]=[C:5]2[C:10](=[CH:11][C:12]=1[O:13][CH3:14])[N:9]=[CH:8][CH:7]=[C:6]2[O:15][C:16]1[CH:22]=[CH:21][C:19]([NH2:20])=[C:18]([CH3:23])[C:17]=1[CH3:24].Cl[C:26](Cl)([O:28][C:29](=[O:35])OC(Cl)(Cl)Cl)Cl.[CH3:37][N:38]([CH3:46])[CH2:39][CH2:40][CH2:41][CH2:42][CH2:43]CO.C(=O)(O)[O-].[Na+], predict the reaction product. The product is: [CH3:1][O:2][C:3]1[CH:4]=[C:5]2[C:10](=[CH:11][C:12]=1[O:13][CH3:14])[N:9]=[CH:8][CH:7]=[C:6]2[O:15][C:16]1[CH:22]=[CH:21][C:19]([NH:20][C:29](=[O:35])[O:28][CH2:26][CH2:43][CH2:42][CH2:41][CH2:40][CH2:39][N:38]([CH3:46])[CH3:37])=[C:18]([CH3:23])[C:17]=1[CH3:24]. (3) Given the reactants [F:1][C:2]1[CH:16]=[CH:15][C:5]([O:6][C:7]([CH3:14])([CH3:13])[C:8]([O:10]CC)=[O:9])=[C:4]([CH3:17])[CH:3]=1.[OH-].[Na+], predict the reaction product. The product is: [F:1][C:2]1[CH:16]=[CH:15][C:5]([O:6][C:7]([CH3:14])([CH3:13])[C:8]([OH:10])=[O:9])=[C:4]([CH3:17])[CH:3]=1. (4) Given the reactants [F:1][C:2]1[CH:3]=[C:4]2[C:9](=[C:10]([O:12][CH:13]([CH3:15])[CH3:14])[CH:11]=1)[N:8]=[C:7]([CH3:16])[CH:6]=[CH:5]2.[Se](=O)=[O:18], predict the reaction product. The product is: [F:1][C:2]1[CH:3]=[C:4]2[C:9](=[C:10]([O:12][CH:13]([CH3:14])[CH3:15])[CH:11]=1)[N:8]=[C:7]([CH:16]=[O:18])[CH:6]=[CH:5]2.